From a dataset of Forward reaction prediction with 1.9M reactions from USPTO patents (1976-2016). Predict the product of the given reaction. (1) Given the reactants C([O:8][C:9]1[C:14](=[O:15])[C:13]([CH:16]([OH:21])[C:17]([F:20])([F:19])[F:18])=[CH:12][NH:11][C:10]=1[CH3:22])C1C=CC=CC=1, predict the reaction product. The product is: [OH:8][C:9]1[C:14](=[O:15])[C:13]([CH:16]([OH:21])[C:17]([F:20])([F:18])[F:19])=[CH:12][NH:11][C:10]=1[CH3:22]. (2) Given the reactants C[Si](C)(C)N[Si](C)(C)C.[Na].[NH2:11][C:12]1[CH:17]=[CH:16][N:15]=[C:14]2[O:18][CH2:19][O:20][C:13]=12.Cl[C:22]1[C:31]2[C:26](=[CH:27][C:28]([O:34][CH2:35][CH2:36][Cl:37])=[C:29]([O:32][CH3:33])[CH:30]=2)[N:25]=[CH:24][N:23]=1, predict the reaction product. The product is: [Cl:37][CH2:36][CH2:35][O:34][C:28]1[CH:27]=[C:26]2[C:31]([C:22]([NH:11][C:12]3[CH:17]=[CH:16][N:15]=[C:14]4[O:18][CH2:19][O:20][C:13]=34)=[N:23][CH:24]=[N:25]2)=[CH:30][C:29]=1[O:32][CH3:33]. (3) Given the reactants [Cl:1][C:2]1[C:3]([N+:14]([O-:16])=[O:15])=[C:4]([CH:7]=[C:8]([O:12][CH3:13])[C:9]=1[O:10][CH3:11])[CH:5]=O.[NH2:17]O.Cl.C([O-])=O.[Na+], predict the reaction product. The product is: [Cl:1][C:2]1[C:3]([N+:14]([O-:16])=[O:15])=[C:4]([CH:7]=[C:8]([O:12][CH3:13])[C:9]=1[O:10][CH3:11])[C:5]#[N:17]. (4) Given the reactants [Cl:1][C:2]1[CH:3]=[C:4]([C:8]([C:11]2[CH:15]=[C:14]([CH:16]3OCC[O:17]3)[S:13][C:12]=2[CH3:21])([OH:10])[CH3:9])[CH:5]=[CH:6][CH:7]=1, predict the reaction product. The product is: [Cl:1][C:2]1[CH:3]=[C:4]([C:8]([C:11]2[CH:15]=[C:14]([CH:16]=[O:17])[S:13][C:12]=2[CH3:21])([OH:10])[CH3:9])[CH:5]=[CH:6][CH:7]=1. (5) Given the reactants [C:1]1([C:7]2[N:12]3[N:13]=[C:14]([NH:16][C:17]4[CH:25]=[C:24]5[C:20]([C:21]([NH2:26])=[N:22][NH:23]5)=[CH:19][CH:18]=4)[N:15]=[C:11]3[CH:10]=[CH:9][CH:8]=2)[CH:6]=[CH:5][CH:4]=[CH:3][CH:2]=1.O=[C:28]1[CH2:33][CH2:32][N:31]([C:34]([O:36][C:37]([CH3:40])([CH3:39])[CH3:38])=[O:35])[CH2:30][CH2:29]1.C([BH3-])#N.[Na+].C(#N)C, predict the reaction product. The product is: [C:1]1([C:7]2[N:12]3[N:13]=[C:14]([NH:16][C:17]4[CH:25]=[C:24]5[C:20]([C:21]([NH:26][CH:28]6[CH2:33][CH2:32][N:31]([C:34]([O:36][C:37]([CH3:40])([CH3:39])[CH3:38])=[O:35])[CH2:30][CH2:29]6)=[N:22][NH:23]5)=[CH:19][CH:18]=4)[N:15]=[C:11]3[CH:10]=[CH:9][CH:8]=2)[CH:2]=[CH:3][CH:4]=[CH:5][CH:6]=1.